Dataset: Cav3 T-type calcium channel HTS with 100,875 compounds. Task: Binary Classification. Given a drug SMILES string, predict its activity (active/inactive) in a high-throughput screening assay against a specified biological target. (1) The compound is s1c(c2oc(=O)c3c(n2)cccc3)ccc1. The result is 0 (inactive). (2) The drug is BrC12C(N(C(C1)C(OC)=O)C(OC)=O)N(S(=O)(=O)c1ccccc1)c1c2cccc1. The result is 0 (inactive). (3) The compound is Clc1ccc(C(=O)N2CCN(CC2)c2nc3c(c(c2)C)c(OC)ccc3OC)cc1. The result is 0 (inactive). (4) The molecule is O(C(=O)C1CCN(CC1)CC(=O)Nc1c2c([nH]c1C(OC)=O)cccc2C)CC. The result is 0 (inactive).